Dataset: Forward reaction prediction with 1.9M reactions from USPTO patents (1976-2016). Task: Predict the product of the given reaction. (1) Given the reactants [C:1]([O:5][C:6]([N:8]1[CH2:13][CH2:12][C:11](=O)[C:10](=[CH:15][N:16](C)C)[CH2:9]1)=[O:7])([CH3:4])([CH3:3])[CH3:2].O.[NH2:20]N, predict the reaction product. The product is: [C:1]([O:5][C:6]([N:8]1[CH2:13][CH2:12][C:11]2[NH:20][N:16]=[CH:15][C:10]=2[CH2:9]1)=[O:7])([CH3:4])([CH3:3])[CH3:2]. (2) Given the reactants [NH2:1][C:2]1[C:3]2[C:13]([O:14][CH2:15][C@@H:16]3[C@@H:23]4[C@@H:19]([O:20]C(C)(C)[O:22]4)[C@H:18]([O:26]C)[O:17]3)=[CH:12][CH:11]=[CH:10][C:4]=2[NH:5][S:6](=[O:9])(=[O:8])[N:7]=1.FC(F)(F)C(O)=O, predict the reaction product. The product is: [NH2:1][C:2]1[C:3]2[C:13]([O:14][CH2:15][C@@H:16]3[C@@H:23]([OH:22])[C@@H:19]([OH:20])[CH:18]([OH:26])[O:17]3)=[CH:12][CH:11]=[CH:10][C:4]=2[NH:5][S:6](=[O:8])(=[O:9])[N:7]=1. (3) Given the reactants Br[C:2]1[N:7]=[C:6]([C:8]2[C:16]3[C:11](=[N:12][CH:13]=[CH:14][CH:15]=3)[N:10](C(C3C=CC=CC=3)(C3C=CC=CC=3)C3C=CC=CC=3)[N:9]=2)[CH:5]=[CH:4][CH:3]=1.[NH2:36][CH2:37][CH:38]1[CH2:43][CH2:42][CH:41]([NH:44]C(=O)OC(C)(C)C)[CH2:40][CH2:39]1.C1(P(C2CCCCC2)C2C=CC=CC=2C2C=CC=CC=2C)CCCCC1.CC(C)([O-])C.[Na+], predict the reaction product. The product is: [NH2:44][CH:41]1[CH2:42][CH2:43][CH:38]([CH2:37][NH:36][C:2]2[CH:3]=[CH:4][CH:5]=[C:6]([C:8]3[C:16]4[C:11](=[N:12][CH:13]=[CH:14][CH:15]=4)[NH:10][N:9]=3)[N:7]=2)[CH2:39][CH2:40]1. (4) Given the reactants C(N(C(C)C)C(C)C)C.[F:10][C:11]1[CH:16]=[CH:15][CH:14]=[CH:13][C:12]=1[N:17]1[C:25]2[C:20](=[C:21]([N:26]3[CH2:33][CH:32]4[CH:28]([CH2:29][NH:30][CH2:31]4)[C:27]3=[O:34])[CH:22]=[CH:23][CH:24]=2)[CH:19]=[N:18]1.[O:35]1[CH2:39][CH2:38][CH2:37][CH:36]1[CH2:40][C:41](O)=[O:42].F[P-](F)(F)(F)(F)F.CN(C(N1C2C(=NC=CC=2)[N+]([O-])=N1)=[N+](C)C)C, predict the reaction product. The product is: [F:10][C:11]1[CH:16]=[CH:15][CH:14]=[CH:13][C:12]=1[N:17]1[C:25]2[C:20](=[C:21]([N:26]3[CH2:33][C@@H:32]4[C@H:28]([CH2:29][N:30]([C:41](=[O:42])[CH2:40][CH:36]5[CH2:37][CH2:38][CH2:39][O:35]5)[CH2:31]4)[C:27]3=[O:34])[CH:22]=[CH:23][CH:24]=2)[CH:19]=[N:18]1. (5) Given the reactants [CH2:1]([N:5]1[C:12](=[O:13])[CH:11]2[N:14]([CH2:17][CH2:18][CH2:19][CH3:20])[C:15](=[O:16])[CH:6]1[S:7]SS[S:10]2)[CH2:2][CH2:3][CH3:4].[BH4-].[Na+], predict the reaction product. The product is: [SH:7][CH:6]1[N:5]([CH2:1][CH2:2][CH2:3][CH3:4])[C:12](=[O:13])[CH:11]([SH:10])[N:14]([CH2:17][CH2:18][CH2:19][CH3:20])[C:15]1=[O:16].